Dataset: Full USPTO retrosynthesis dataset with 1.9M reactions from patents (1976-2016). Task: Predict the reactants needed to synthesize the given product. Given the product [C:1]([C:5]1[CH:6]=[C:7]2[C:12](=[C:13]([F:15])[CH:14]=1)[C:11](=[O:16])[N:10]([C:17]1[CH:22]=[CH:21][CH:20]=[C:19]([C:23]3[CH:28]=[C:27]([NH:29][C:30]4[N:31]=[CH:32][C:33]([CH:36]5[CH2:41][CH2:40][N:39]([CH2:58][C:59]([F:62])([F:61])[F:60])[CH2:38][CH2:37]5)=[CH:34][CH:35]=4)[C:26](=[O:42])[N:25]([CH3:43])[N:24]=3)[C:18]=1[CH2:44][OH:45])[N:9]=[CH:8]2)([CH3:4])([CH3:2])[CH3:3], predict the reactants needed to synthesize it. The reactants are: [C:1]([C:5]1[CH:6]=[C:7]2[C:12](=[C:13]([F:15])[CH:14]=1)[C:11](=[O:16])[N:10]([C:17]1[CH:22]=[CH:21][CH:20]=[C:19]([C:23]3[CH:28]=[C:27]([NH:29][C:30]4[CH:35]=[CH:34][C:33]([CH:36]5[CH2:41][CH2:40][NH:39][CH2:38][CH2:37]5)=[CH:32][N:31]=4)[C:26](=[O:42])[N:25]([CH3:43])[N:24]=3)[C:18]=1[CH2:44][OH:45])[N:9]=[CH:8]2)([CH3:4])([CH3:3])[CH3:2].C(=O)([O-])[O-].[K+].[K+].FC(F)(F)S(O[CH2:58][C:59]([F:62])([F:61])[F:60])(=O)=O.CCOC(C)=O.